This data is from NCI-60 drug combinations with 297,098 pairs across 59 cell lines. The task is: Regression. Given two drug SMILES strings and cell line genomic features, predict the synergy score measuring deviation from expected non-interaction effect. (1) Drug 1: CC1=C(C=C(C=C1)NC2=NC=CC(=N2)N(C)C3=CC4=NN(C(=C4C=C3)C)C)S(=O)(=O)N.Cl. Drug 2: C1CC(=O)NC(=O)C1N2CC3=C(C2=O)C=CC=C3N. Cell line: RPMI-8226. Synergy scores: CSS=4.00, Synergy_ZIP=-0.858, Synergy_Bliss=0.939, Synergy_Loewe=-5.89, Synergy_HSA=-5.57. (2) Drug 1: C(=O)(N)NO. Drug 2: CC1C(C(CC(O1)OC2CC(CC3=C2C(=C4C(=C3O)C(=O)C5=CC=CC=C5C4=O)O)(C(=O)C)O)N)O. Cell line: SR. Synergy scores: CSS=33.9, Synergy_ZIP=-0.927, Synergy_Bliss=-1.90, Synergy_Loewe=-0.872, Synergy_HSA=-0.0457. (3) Synergy scores: CSS=41.6, Synergy_ZIP=9.84, Synergy_Bliss=10.8, Synergy_Loewe=-1.90, Synergy_HSA=11.0. Drug 2: C1=CC(=C2C(=C1NCCNCCO)C(=O)C3=C(C=CC(=C3C2=O)O)O)NCCNCCO. Drug 1: CC(C1=C(C=CC(=C1Cl)F)Cl)OC2=C(N=CC(=C2)C3=CN(N=C3)C4CCNCC4)N. Cell line: TK-10. (4) Drug 1: C1CCC(C1)C(CC#N)N2C=C(C=N2)C3=C4C=CNC4=NC=N3. Drug 2: CN1C2=C(C=C(C=C2)N(CCCl)CCCl)N=C1CCCC(=O)O.Cl. Cell line: SK-MEL-2. Synergy scores: CSS=0.965, Synergy_ZIP=3.19, Synergy_Bliss=3.95, Synergy_Loewe=-2.92, Synergy_HSA=-2.16. (5) Drug 1: CC(C)NC(=O)C1=CC=C(C=C1)CNNC.Cl. Drug 2: C1CCC(C(C1)N)N.C(=O)(C(=O)[O-])[O-].[Pt+4]. Cell line: HT29. Synergy scores: CSS=8.67, Synergy_ZIP=-12.5, Synergy_Bliss=-19.1, Synergy_Loewe=-46.3, Synergy_HSA=-18.8. (6) Drug 1: CC1C(C(CC(O1)OC2CC(CC3=C2C(=C4C(=C3O)C(=O)C5=C(C4=O)C(=CC=C5)OC)O)(C(=O)CO)O)N)O.Cl. Drug 2: CC1=C(N=C(N=C1N)C(CC(=O)N)NCC(C(=O)N)N)C(=O)NC(C(C2=CN=CN2)OC3C(C(C(C(O3)CO)O)O)OC4C(C(C(C(O4)CO)O)OC(=O)N)O)C(=O)NC(C)C(C(C)C(=O)NC(C(C)O)C(=O)NCCC5=NC(=CS5)C6=NC(=CS6)C(=O)NCCC[S+](C)C)O. Cell line: SF-539. Synergy scores: CSS=33.2, Synergy_ZIP=-5.66, Synergy_Bliss=-2.93, Synergy_Loewe=-6.82, Synergy_HSA=-0.559. (7) Drug 1: C1=CC(=C2C(=C1NCCNCCO)C(=O)C3=C(C=CC(=C3C2=O)O)O)NCCNCCO. Drug 2: C1=NC2=C(N=C(N=C2N1C3C(C(C(O3)CO)O)O)F)N. Cell line: NCI-H322M. Synergy scores: CSS=21.5, Synergy_ZIP=-2.26, Synergy_Bliss=2.10, Synergy_Loewe=-38.4, Synergy_HSA=0.704. (8) Drug 1: COC1=C(C=C2C(=C1)N=CN=C2NC3=CC(=C(C=C3)F)Cl)OCCCN4CCOCC4. Drug 2: CC12CCC3C(C1CCC2=O)CC(=C)C4=CC(=O)C=CC34C. Cell line: MOLT-4. Synergy scores: CSS=71.0, Synergy_ZIP=-4.34, Synergy_Bliss=1.35, Synergy_Loewe=2.05, Synergy_HSA=1.94. (9) Drug 1: C1C(C(OC1N2C=C(C(=O)NC2=O)F)CO)O. Drug 2: C1C(C(OC1N2C=NC3=C(N=C(N=C32)Cl)N)CO)O. Cell line: CCRF-CEM. Synergy scores: CSS=80.8, Synergy_ZIP=-0.987, Synergy_Bliss=-1.71, Synergy_Loewe=-1.42, Synergy_HSA=0.657. (10) Drug 1: CNC(=O)C1=CC=CC=C1SC2=CC3=C(C=C2)C(=NN3)C=CC4=CC=CC=N4. Drug 2: CCC1=C2CN3C(=CC4=C(C3=O)COC(=O)C4(CC)O)C2=NC5=C1C=C(C=C5)O. Cell line: MDA-MB-231. Synergy scores: CSS=30.0, Synergy_ZIP=8.08, Synergy_Bliss=7.18, Synergy_Loewe=-16.8, Synergy_HSA=4.56.